Dataset: Catalyst prediction with 721,799 reactions and 888 catalyst types from USPTO. Task: Predict which catalyst facilitates the given reaction. (1) Reactant: [C:1]12([C:7]3[O:8][C:9]4[CH:19]=[C:18]([N:20]([CH3:25])[S:21]([CH3:24])(=[O:23])=[O:22])[C:17](Br)=[CH:16][C:10]=4[C:11]=3[C:12]([NH:14][CH3:15])=[O:13])[CH2:6][CH:5]1[CH2:4][CH2:3][CH2:2]2.[B:27]1([B:27]2[O:31][C:30]([CH3:33])([CH3:32])[C:29]([CH3:35])([CH3:34])[O:28]2)[O:31][C:30]([CH3:33])([CH3:32])[C:29]([CH3:35])([CH3:34])[O:28]1.CC(O[K])=O. Product: [C:1]12([C:7]3[O:8][C:9]4[CH:19]=[C:18]([N:20]([CH3:25])[S:21]([CH3:24])(=[O:23])=[O:22])[C:17]([B:27]5[O:31][C:30]([CH3:33])([CH3:32])[C:29]([CH3:35])([CH3:34])[O:28]5)=[CH:16][C:10]=4[C:11]=3[C:12]([NH:14][CH3:15])=[O:13])[CH2:6][CH:5]1[CH2:4][CH2:3][CH2:2]2. The catalyst class is: 117. (2) Reactant: [CH3:1][C:2]1([CH3:11])[O:7][CH2:6][CH2:5][N:4]([CH2:8][CH2:9][OH:10])[CH2:3]1.[Cl:12][C:13]1[CH:18]=[CH:17][C:16]([C:19]2[S:20][C:21]3[C:22](=[O:37])[N:23]([C:28]4[CH:33]=[CH:32][C:31](O)=[C:30]([O:35][CH3:36])[CH:29]=4)[CH:24]=[CH:25][C:26]=3[N:27]=2)=[CH:15][CH:14]=1.C1(P(C2C=CC=CC=2)C2C=CC=CC=2)C=CC=CC=1.N(C(OC(C)C)=O)=NC(OC(C)C)=O.[OH-].[Na+].C1(O)C=CC=CC=1. Product: [Cl:12][C:13]1[CH:18]=[CH:17][C:16]([C:19]2[S:20][C:21]3[C:22](=[O:37])[N:23]([C:28]4[CH:33]=[CH:32][C:31]([O:10][CH2:9][CH2:8][N:4]5[CH2:5][CH2:6][O:7][C:2]([CH3:11])([CH3:1])[CH2:3]5)=[C:30]([O:35][CH3:36])[CH:29]=4)[CH:24]=[CH:25][C:26]=3[N:27]=2)=[CH:15][CH:14]=1. The catalyst class is: 76.